Dataset: Forward reaction prediction with 1.9M reactions from USPTO patents (1976-2016). Task: Predict the product of the given reaction. (1) Given the reactants [Cl:1][C:2]1[C:3]([CH3:29])=[C:4](B2OC(C)(C)C(C)(C)O2)[C:5]([O:18][CH3:19])=[C:6]([CH:8]([NH:10][C:11](=[O:17])[O:12][C:13]([CH3:16])([CH3:15])[CH3:14])[CH3:9])[CH:7]=1.Br[C:31]1[N:36]=[C:35]([C:37]([O:39][CH3:40])=[O:38])[CH:34]=[CH:33][CH:32]=1.ClCCl.C(=O)([O-])[O-].[Cs+].[Cs+], predict the reaction product. The product is: [C:13]([O:12][C:11]([NH:10][CH:8]([C:6]1[C:5]([O:18][CH3:19])=[C:4]([C:31]2[N:36]=[C:35]([C:37]([O:39][CH3:40])=[O:38])[CH:34]=[CH:33][CH:32]=2)[C:3]([CH3:29])=[C:2]([Cl:1])[CH:7]=1)[CH3:9])=[O:17])([CH3:14])([CH3:15])[CH3:16]. (2) Given the reactants [CH3:1][C:2]1[CH:6]=[C:5]([CH3:7])[N:4]([C:8](=[NH:20])[NH:9][S:10]([C:13]2[CH:18]=[CH:17][C:16]([CH3:19])=[CH:15][CH:14]=2)(=[O:12])=[O:11])N=1.[CH3:21]S(O)(=O)=O.C1(N)CCCCC1, predict the reaction product. The product is: [NH2:20][C:8]([NH:4][CH:5]1[CH2:7][CH2:21][CH2:1][CH2:2][CH2:6]1)=[N:9][S:10]([C:13]1[CH:18]=[CH:17][C:16]([CH3:19])=[CH:15][CH:14]=1)(=[O:12])=[O:11]. (3) Given the reactants [Cl:1][C:2]1[C:3]2[CH2:16][CH2:15][NH:14][C:4]=2[N:5]=[C:6]([N:8]2[CH2:13][CH2:12][O:11][CH2:10][CH2:9]2)[N:7]=1.CN(C1C=CC=CN=1)C.N1C=CC=CC=1.[C:32](Cl)(=[O:34])[CH3:33], predict the reaction product. The product is: [Cl:1][C:2]1[C:3]2[CH2:16][CH2:15][N:14]([C:32](=[O:34])[CH3:33])[C:4]=2[N:5]=[C:6]([N:8]2[CH2:13][CH2:12][O:11][CH2:10][CH2:9]2)[N:7]=1. (4) Given the reactants [NH2:1][C:2]1[CH:6]=[CH:5][NH:4][N:3]=1.O=[C:8]([CH:12]1[CH2:17][CH2:16][S:15][CH2:14][CH2:13]1)[CH2:9][C:10]#[N:11], predict the reaction product. The product is: [S:15]1[CH2:16][CH2:17][CH:12]([C:8]2[CH:9]=[C:10]([NH2:11])[N:3]3[N:4]=[CH:5][CH:6]=[C:2]3[N:1]=2)[CH2:13][CH2:14]1.